This data is from Full USPTO retrosynthesis dataset with 1.9M reactions from patents (1976-2016). The task is: Predict the reactants needed to synthesize the given product. (1) Given the product [C:1]([N:4]1[C:12]2[C:7](=[CH:8][CH:9]=[C:10]([F:13])[CH:11]=2)[C:6](=[C:25]([OH:26])[C:24]2[CH:23]=[CH:22][C:21]([CH2:20][CH2:19][NH:18][C:15](=[O:17])[CH3:16])=[CH:29][CH:28]=2)[C:5]1=[O:14])(=[O:3])[CH3:2], predict the reactants needed to synthesize it. The reactants are: [C:1]([N:4]1[C:12]2[C:7](=[CH:8][CH:9]=[C:10]([F:13])[CH:11]=2)[CH2:6][C:5]1=[O:14])(=[O:3])[CH3:2].[C:15]([NH:18][CH2:19][CH2:20][C:21]1[CH:29]=[CH:28][C:24]([C:25](O)=[O:26])=[CH:23][CH:22]=1)(=[O:17])[CH3:16]. (2) Given the product [N:10]1([C:7]2[N:8]=[CH:9][C:4]([NH2:1])=[CH:5][CH:6]=2)[CH2:15][CH2:14][O:13][CH2:12][CH2:11]1, predict the reactants needed to synthesize it. The reactants are: [N+:1]([C:4]1[CH:5]=[CH:6][C:7]([N:10]2[CH2:15][CH2:14][O:13][CH2:12][CH2:11]2)=[N:8][CH:9]=1)([O-])=O. (3) Given the product [F:23][C:24]1[CH:29]=[C:28]([OH:30])[C:27]([F:32])=[CH:26][C:25]=1[N:33]1[CH2:38][CH2:37][N:36]([C:39](=[O:48])[CH2:40][CH2:41][C:42]2[CH:47]=[CH:46][CH:45]=[CH:44][CH:43]=2)[CH2:35][CH2:34]1, predict the reactants needed to synthesize it. The reactants are: COC1C=CC(N2CCN(CCC3C=CC=CC=3)CC2)=CC=1.[F:23][C:24]1[CH:29]=[C:28]([O:30]C)[C:27]([F:32])=[CH:26][C:25]=1[N:33]1[CH2:38][CH2:37][N:36]([C:39](=[O:48])[CH2:40][CH2:41][C:42]2[CH:47]=[CH:46][CH:45]=[CH:44][CH:43]=2)[CH2:35][CH2:34]1.